This data is from Forward reaction prediction with 1.9M reactions from USPTO patents (1976-2016). The task is: Predict the product of the given reaction. (1) Given the reactants CCN(C(C)C)C(C)C.[C:10]1([C:16]2[NH:20][N:19]=[C:18]([C:21]([NH:23][CH2:24][C:25]([OH:27])=O)=[O:22])[CH:17]=2)[CH:15]=[CH:14][CH:13]=[CH:12][CH:11]=1.C1C=CC2N(O)N=NC=2C=1.CCN=C=NCCCN(C)C.Cl.Cl.[Cl:51][C:52]1[CH:53]=[C:54]([CH:62]=[CH:63][CH:64]=1)[O:55][CH:56]1[CH2:61][CH2:60][NH:59][CH2:58][CH2:57]1.Cl.ClC1C=CC=CC=1OC1CCNCC1, predict the reaction product. The product is: [Cl:51][C:52]1[CH:53]=[C:54]([CH:62]=[CH:63][CH:64]=1)[O:55][CH:56]1[CH2:57][CH2:58][N:59]([C:25](=[O:27])[CH2:24][NH:23][C:21]([C:18]2[CH:17]=[C:16]([C:10]3[CH:11]=[CH:12][CH:13]=[CH:14][CH:15]=3)[NH:20][N:19]=2)=[O:22])[CH2:60][CH2:61]1. (2) The product is: [NH:22]1[CH2:23][CH:20]([CH2:19][C:17]2[CH:16]=[CH:15][C:13]3[N:14]=[C:9]([N:8]4[C:7]5[CH:37]=[CH:38][CH:39]=[CH:40][C:6]=5[N:5]=[C:4]4[CH:1]([CH3:3])[CH3:2])[N:10]=[C:11]([N:31]4[CH2:36][CH2:35][O:34][CH2:33][CH2:32]4)[C:12]=3[N:18]=2)[CH2:21]1. Given the reactants [CH:1]([C:4]1[N:8]([C:9]2[N:10]=[C:11]([N:31]3[CH2:36][CH2:35][O:34][CH2:33][CH2:32]3)[C:12]3[N:18]=[C:17]([CH2:19][CH:20]4[CH2:23][N:22](C(OCCCC)=O)[CH2:21]4)[CH:16]=[CH:15][C:13]=3[N:14]=2)[C:7]2[CH:37]=[CH:38][CH:39]=[CH:40][C:6]=2[N:5]=1)([CH3:3])[CH3:2].Cl, predict the reaction product. (3) Given the reactants [F:1][C:2]([F:47])([C@H:8]1[C@H:13]([O:14][CH2:15][C:16]2[CH:21]=[CH:20][CH:19]=[CH:18][CH:17]=2)[C@@H:12]([O:22][CH2:23][C:24]2[CH:29]=[CH:28][CH:27]=[CH:26][CH:25]=2)[C@H:11]([O:30][CH2:31][C:32]2[CH:37]=[CH:36][CH:35]=[CH:34][CH:33]=2)[C@@H:10]([CH2:38][O:39][CH2:40][C:41]2[CH:46]=[CH:45][CH:44]=[CH:43][CH:42]=2)[O:9]1)[C:3]([O:5][CH2:6][CH3:7])=[O:4].[H-].C([Al+]CC(C)C)C(C)C, predict the reaction product. The product is: [CH2:6]([O:5][CH:3]([OH:4])[C:2]([F:1])([F:47])[C@H:8]1[C@H:13]([O:14][CH2:15][C:16]2[CH:17]=[CH:18][CH:19]=[CH:20][CH:21]=2)[C@@H:12]([O:22][CH2:23][C:24]2[CH:29]=[CH:28][CH:27]=[CH:26][CH:25]=2)[C@H:11]([O:30][CH2:31][C:32]2[CH:33]=[CH:34][CH:35]=[CH:36][CH:37]=2)[C@@H:10]([CH2:38][O:39][CH2:40][C:41]2[CH:42]=[CH:43][CH:44]=[CH:45][CH:46]=2)[O:9]1)[CH3:7]. (4) Given the reactants [C:1]1([C:7]2[CH:8]=[C:9]([CH:12]=[CH:13][CH:14]=2)[CH:10]=O)[CH:6]=[CH:5][CH:4]=[CH:3][CH:2]=1.[CH2:15]1[CH:19]2[CH2:20][NH:21][CH2:22][CH:18]2[CH2:17][N:16]1[C:23]([O:25]C(C)(C)C)=[O:24].[CH2:30]1[C:35](=[O:36])[N:34](OC(O[N:34]2[C:35](=[O:36])[CH2:30][CH2:31][C:32]2=[O:33])=O)[C:32](=[O:33])[CH2:31]1, predict the reaction product. The product is: [C:1]1([C:7]2[CH:8]=[C:9]([CH2:10][N:21]3[CH2:22][CH:18]4[CH2:17][N:16]([C:23]([O:25][N:34]5[C:35](=[O:36])[CH2:30][CH2:31][C:32]5=[O:33])=[O:24])[CH2:15][CH:19]4[CH2:20]3)[CH:12]=[CH:13][CH:14]=2)[CH:6]=[CH:5][CH:4]=[CH:3][CH:2]=1. (5) Given the reactants [CH:1]([S:4][C:5]1[C:6]([C@H:11]2[C@@H:15]([C:16]([O:18][CH2:19][CH3:20])=[O:17])[CH2:14][CH2:13][N:12]2[C:21]([O:23][C:24]([CH3:27])([CH3:26])[CH3:25])=[O:22])=[N:7][CH:8]=[CH:9][CH:10]=1)([CH3:3])[CH3:2].[OH:28]OS([O-])=O.[K+].[OH2:34], predict the reaction product. The product is: [CH:1]([S:4]([C:5]1[C:6]([C@H:11]2[C@@H:15]([C:16]([O:18][CH2:19][CH3:20])=[O:17])[CH2:14][CH2:13][N:12]2[C:21]([O:23][C:24]([CH3:27])([CH3:25])[CH3:26])=[O:22])=[N:7][CH:8]=[CH:9][CH:10]=1)(=[O:28])=[O:34])([CH3:3])[CH3:2].